From a dataset of NCI-60 drug combinations with 297,098 pairs across 59 cell lines. Regression. Given two drug SMILES strings and cell line genomic features, predict the synergy score measuring deviation from expected non-interaction effect. Drug 1: CC1=CC=C(C=C1)C2=CC(=NN2C3=CC=C(C=C3)S(=O)(=O)N)C(F)(F)F. Drug 2: CC1C(C(CC(O1)OC2CC(OC(C2O)C)OC3=CC4=CC5=C(C(=O)C(C(C5)C(C(=O)C(C(C)O)O)OC)OC6CC(C(C(O6)C)O)OC7CC(C(C(O7)C)O)OC8CC(C(C(O8)C)O)(C)O)C(=C4C(=C3C)O)O)O)O. Cell line: SW-620. Synergy scores: CSS=51.8, Synergy_ZIP=2.38, Synergy_Bliss=0.611, Synergy_Loewe=-37.1, Synergy_HSA=-2.80.